Task: Regression. Given a peptide amino acid sequence and an MHC pseudo amino acid sequence, predict their binding affinity value. This is MHC class II binding data.. Dataset: Peptide-MHC class II binding affinity with 134,281 pairs from IEDB (1) The peptide sequence is YVYDSLTTPTASVCQ. The MHC is H-2-IAb with pseudo-sequence H-2-IAb. The binding affinity (normalized) is 0.687. (2) The peptide sequence is EEDKENALSLLDKIYT. The MHC is DRB1_1302 with pseudo-sequence DRB1_1302. The binding affinity (normalized) is 0.284. (3) The peptide sequence is QRMFTREELIHFPEF. The MHC is DRB1_0901 with pseudo-sequence DRB1_0901. The binding affinity (normalized) is 0.423. (4) The peptide sequence is RLNDTWKLERAVLGEVK. The MHC is DRB1_0404 with pseudo-sequence DRB1_0404. The binding affinity (normalized) is 0.0766. (5) The peptide sequence is RELKCGDGIFIFRDS. The MHC is HLA-DQA10501-DQB10402 with pseudo-sequence HLA-DQA10501-DQB10402. The binding affinity (normalized) is 0.230. (6) The peptide sequence is GWIISNIFGAIPVLA. The MHC is DRB1_0802 with pseudo-sequence DRB1_0802. The binding affinity (normalized) is 0.631. (7) The peptide sequence is PYKVKQNTLKLAT. The binding affinity (normalized) is 0.574. The MHC is DRB1_0103 with pseudo-sequence DRB1_0103.